From a dataset of Full USPTO retrosynthesis dataset with 1.9M reactions from patents (1976-2016). Predict the reactants needed to synthesize the given product. (1) Given the product [Cl:1][C:2]1[N:3]=[C:4]([N:13]2[CH2:18][CH2:17][O:16][CH2:15][CH2:14]2)[C:5]2[S:10][C:9]([CH2:11][N:28]3[CH2:29][CH2:30][CH:25]([N:19]4[CH2:24][CH2:23][CH2:22][CH2:21][CH2:20]4)[CH2:26][CH2:27]3)=[CH:8][C:6]=2[N:7]=1, predict the reactants needed to synthesize it. The reactants are: [Cl:1][C:2]1[N:3]=[C:4]([N:13]2[CH2:18][CH2:17][O:16][CH2:15][CH2:14]2)[C:5]2[S:10][C:9]([CH:11]=O)=[CH:8][C:6]=2[N:7]=1.[N:19]1([CH:25]2[CH2:30][CH2:29][NH:28][CH2:27][CH2:26]2)[CH2:24][CH2:23][CH2:22][CH2:21][CH2:20]1. (2) Given the product [F:12][C:11]([F:14])([F:13])[C:8]1[N:7]=[CH:6][C:5]([CH:3]([S:2]([CH3:1])=[N:17][C:16]#[N:15])[CH3:4])=[CH:10][CH:9]=1, predict the reactants needed to synthesize it. The reactants are: [CH3:1][S:2][CH:3]([C:5]1[CH:6]=[N:7][C:8]([C:11]([F:14])([F:13])[F:12])=[CH:9][CH:10]=1)[CH3:4].[N:15]#[C:16][NH2:17].[O-]Cl.[Na+].S(S([O-])=O)([O-])(=O)=O.[Na+].[Na+]. (3) Given the product [OH:15][C@@H:16]([CH2:25][O:26][C:27]1[CH:28]=[CH:29][C:30]2[S:34][C:33]([CH3:35])=[N:32][C:31]=2[CH:36]=1)[CH2:17][N:18]1[CH2:23][CH2:22][CH:21]([NH:1][C@@H:2]2[CH2:6][CH2:5][N:4]([C:7]3[CH:12]=[CH:11][C:10]([Cl:13])=[CH:9][CH:8]=3)[C:3]2=[O:14])[CH2:20][CH2:19]1, predict the reactants needed to synthesize it. The reactants are: [NH2:1][C@@H:2]1[CH2:6][CH2:5][N:4]([C:7]2[CH:12]=[CH:11][C:10]([Cl:13])=[CH:9][CH:8]=2)[C:3]1=[O:14].[OH:15][C@@H:16]([CH2:25][O:26][C:27]1[CH:28]=[CH:29][C:30]2[S:34][C:33]([CH3:35])=[N:32][C:31]=2[CH:36]=1)[CH2:17][N:18]1[CH2:23][CH2:22][C:21](=O)[CH2:20][CH2:19]1.C(O[BH-](OC(=O)C)OC(=O)C)(=O)C.[Na+]. (4) The reactants are: [Br:1][C:2]1[CH:3]=[C:4]([CH2:8][C@H:9]([OH:17])[CH2:10][C:11]2[CH:16]=[CH:15][CH:14]=[CH:13][CH:12]=2)[CH:5]=[CH:6][CH:7]=1.[H-].[Na+].[CH3:20]I. Given the product [Br:1][C:2]1[CH:7]=[CH:6][CH:5]=[C:4]([CH2:8][C@H:9]([O:17][CH3:20])[CH2:10][C:11]2[CH:12]=[CH:13][CH:14]=[CH:15][CH:16]=2)[CH:3]=1, predict the reactants needed to synthesize it. (5) The reactants are: [Br:1][C:2]1[CH:7]=[CH:6][C:5]([OH:8])=[C:4]([N+:9]([O-:11])=[O:10])[CH:3]=1.Br[CH2:13][C:14]([O:16][CH3:17])=[O:15].C(=O)([O-])[O-].[K+].[K+]. Given the product [CH3:17][O:16][C:14](=[O:15])[CH2:13][O:8][C:5]1[CH:6]=[CH:7][C:2]([Br:1])=[CH:3][C:4]=1[N+:9]([O-:11])=[O:10], predict the reactants needed to synthesize it. (6) Given the product [CH2:2]([O:9][C:10](=[O:24])[C@@H:11]1[CH2:15][CH2:14][CH2:13][N:12]1[C:16](=[O:23])[CH:17]([CH:19]([CH2:21][CH3:22])[CH3:20])[NH:18][C:34](=[O:41])[C:35]1[CH:40]=[CH:39][CH:38]=[CH:37][CH:36]=1)[C:3]1[CH:8]=[CH:7][CH:6]=[CH:5][CH:4]=1, predict the reactants needed to synthesize it. The reactants are: Cl.[CH2:2]([O:9][C:10](=[O:24])[C@@H:11]1[CH2:15][CH2:14][CH2:13][N:12]1[C:16](=[O:23])[CH:17]([CH:19]([CH2:21][CH3:22])[CH3:20])[NH2:18])[C:3]1[CH:8]=[CH:7][CH:6]=[CH:5][CH:4]=1.CCN(C(C)C)C(C)C.[C:34](Cl)(=[O:41])[C:35]1[CH:40]=[CH:39][CH:38]=[CH:37][CH:36]=1. (7) Given the product [OH:12][C:10]1([CH3:18])[C:9]2[CH:13]=[CH:14][CH:15]=[CH:16][C:8]=2[C:7](=[O:17])[NH:6][C:5]2[CH:4]=[CH:3][CH:2]=[CH:1][C:11]1=2, predict the reactants needed to synthesize it. The reactants are: [CH:1]1[C:11]2[C:10](=[O:12])[C:9]3[CH:13]=[CH:14][CH:15]=[CH:16][C:8]=3[C:7](=[O:17])[NH:6][C:5]=2[CH:4]=[CH:3][CH:2]=1.[C:18]1(C)C=CC=CC=1.[Cl-].[NH4+]. (8) Given the product [Br:1][C:2]1[CH:3]=[C:4]([CH:17]=[CH:18][CH:19]=1)[CH2:5][O:6][C:7]1[CH:8]=[CH:9][C:10]([C@@H:13]2[CH2:15][C@H:14]2[NH:16][CH2:27][CH2:26][CH:20]2[CH2:25][CH2:24][CH2:23][CH2:22][CH2:21]2)=[CH:11][CH:12]=1, predict the reactants needed to synthesize it. The reactants are: [Br:1][C:2]1[CH:3]=[C:4]([CH:17]=[CH:18][CH:19]=1)[CH2:5][O:6][C:7]1[CH:12]=[CH:11][C:10]([C@@H:13]2[CH2:15][C@H:14]2[NH2:16])=[CH:9][CH:8]=1.[CH:20]1([CH2:26][CH:27]=O)[CH2:25][CH2:24][CH2:23][CH2:22][CH2:21]1.[BH4-].[Na+].